From a dataset of Catalyst prediction with 721,799 reactions and 888 catalyst types from USPTO. Predict which catalyst facilitates the given reaction. (1) Reactant: C(OC([N:8]1[CH2:13][CH2:12][CH:11]([C:14]2[S:15][CH:16]=[C:17]([C:19]([N:21]3[C@H:30]4[C@@H:25]([CH2:26][CH2:27][CH2:28][CH2:29]4)[CH2:24][CH2:23][CH2:22]3)=[O:20])[CH:18]=2)[CH2:10][CH2:9]1)=O)(C)(C)C.C(O)(C(F)(F)F)=O. Product: [N:21]1([C:19]([C:17]2[CH:18]=[C:14]([CH:11]3[CH2:10][CH2:9][NH:8][CH2:13][CH2:12]3)[S:15][CH:16]=2)=[O:20])[C@H:30]2[C@@H:25]([CH2:26][CH2:27][CH2:28][CH2:29]2)[CH2:24][CH2:23][CH2:22]1. The catalyst class is: 2. (2) Reactant: [CH3:1][O:2][C:3]([C:5]1[N:6]=[C:7](Br)[C:8]2[C:13]([C:14]=1[OH:15])=[CH:12][CH:11]=[CH:10][C:9]=2[O:16][C:17]1[CH:22]=[CH:21][C:20]([F:23])=[CH:19][CH:18]=1)=[O:4].[Cu][C:26]#[N:27]. Product: [CH3:1][O:2][C:3]([C:5]1[N:6]=[C:7]([C:26]#[N:27])[C:8]2[C:13]([C:14]=1[OH:15])=[CH:12][CH:11]=[CH:10][C:9]=2[O:16][C:17]1[CH:22]=[CH:21][C:20]([F:23])=[CH:19][CH:18]=1)=[O:4]. The catalyst class is: 9. (3) Reactant: Br[CH2:2][CH2:3][O:4][C:5]1[CH:6]=[C:7]([CH:12]=[CH:13][CH:14]=1)[C:8]([O:10][CH3:11])=[O:9].[I-:15].[Na+]. Product: [I:15][CH2:2][CH2:3][O:4][C:5]1[CH:6]=[C:7]([CH:12]=[CH:13][CH:14]=1)[C:8]([O:10][CH3:11])=[O:9]. The catalyst class is: 21. (4) Reactant: [C:1](N1C=CC=CC1=O)(N1C=CC=CC1=O)=[S:2].[CH:17]1[C:26]2[CH2:25][CH2:24][CH2:23][CH2:22][C:21]=2[CH:20]=[C:19]([NH2:27])[N:18]=1. Product: [N:27]([C:19]1[N:18]=[CH:17][C:26]2[CH2:25][CH2:24][CH2:23][CH2:22][C:21]=2[CH:20]=1)=[C:1]=[S:2]. The catalyst class is: 175. (5) The catalyst class is: 34. Product: [C:8]1([C:14](=[N:15][C@@H:16]([C@H:3]2[CH2:4][CH2:5][CH2:6][C:1](=[O:7])[CH2:2]2)[C:17]([O:19][C:20]([CH3:23])([CH3:22])[CH3:21])=[O:18])[C:24]2[CH:25]=[CH:26][CH:27]=[CH:28][CH:29]=2)[CH:9]=[CH:10][CH:11]=[CH:12][CH:13]=1. Reactant: [C:1]1(=[O:7])[CH2:6][CH2:5][CH2:4][CH:3]=[CH:2]1.[C:8]1([C:14]([C:24]2[CH:29]=[CH:28][CH:27]=[CH:26][CH:25]=2)=[N:15][CH2:16][C:17]([O:19][C:20]([CH3:23])([CH3:22])[CH3:21])=[O:18])[CH:13]=[CH:12][CH:11]=[CH:10][CH:9]=1.C=C[C@@H]1[C@@H]2C[C@@H]([C@H](O)C3C=CN=C4C=CC=CC=34)N(CC2)C1.C(OCC)(=O)C. (6) Reactant: [CH2:1]([O:8][C:9]1[CH:16]=[CH:15][C:12]([CH:13]=O)=[CH:11][C:10]=1[O:17][CH3:18])[C:2]1[CH:7]=[CH:6][CH:5]=[CH:4][CH:3]=1.[NH2:19][CH2:20][CH2:21][NH:22][C:23](=[O:29])[O:24][C:25]([CH3:28])([CH3:27])[CH3:26].C(O[BH-](OC(=O)C)OC(=O)C)(=O)C.[Na+]. Product: [CH2:1]([O:8][C:9]1[CH:16]=[CH:15][C:12]([CH2:13][NH:19][CH2:20][CH2:21][NH:22][C:23](=[O:29])[O:24][C:25]([CH3:27])([CH3:26])[CH3:28])=[CH:11][C:10]=1[O:17][CH3:18])[C:2]1[CH:7]=[CH:6][CH:5]=[CH:4][CH:3]=1. The catalyst class is: 4. (7) Reactant: C(OC([N:8]1[CH2:13][CH2:12][CH:11]([NH:14][C:15]([N:17]2[C@@:21]([C:23]3[CH:28]=[CH:27][C:26]([Cl:29])=[CH:25][CH:24]=3)([CH3:22])[C@@:20]([C:31]3[CH:36]=[CH:35][C:34]([Cl:37])=[CH:33][CH:32]=3)([CH3:30])[N:19]=[C:18]2[C:38]2[CH:39]=[N:40][C:41]([C:47]([CH3:50])([CH3:49])[CH3:48])=[CH:42][C:43]=2[O:44][CH2:45][CH3:46])=[O:16])[CH2:10][CH2:9]1)=O)(C)(C)C.C(=O)([O-])[O-].[K+].[K+].I[CH2:58][C:59]([NH2:61])=[O:60]. Product: [C:59]([CH2:58][N:8]1[CH2:13][CH2:12][CH:11]([NH:14][C:15]([N:17]2[C@@:21]([C:23]3[CH:28]=[CH:27][C:26]([Cl:29])=[CH:25][CH:24]=3)([CH3:22])[C@@:20]([C:31]3[CH:36]=[CH:35][C:34]([Cl:37])=[CH:33][CH:32]=3)([CH3:30])[N:19]=[C:18]2[C:38]2[CH:39]=[N:40][C:41]([C:47]([CH3:50])([CH3:49])[CH3:48])=[CH:42][C:43]=2[O:44][CH2:45][CH3:46])=[O:16])[CH2:10][CH2:9]1)(=[O:60])[NH2:61]. The catalyst class is: 42. (8) Reactant: [CH3:1][C:2]1[CH:19]=[CH:18][CH:17]=[C:16]([CH3:20])[C:3]=1[CH2:4][O:5][C:6]1[CH:7]=[C:8]([CH2:12][C:13]([OH:15])=O)[CH:9]=[CH:10][CH:11]=1.ON1C2C=CC=CC=2N=N1.[CH2:31]([CH2:33][NH2:34])[OH:32].CCN=C=NCCCN(C)C. Product: [OH:32][CH2:31][CH2:33][NH:34][C:13](=[O:15])[CH2:12][C:8]1[CH:9]=[CH:10][CH:11]=[C:6]([O:5][CH2:4][C:3]2[C:16]([CH3:20])=[CH:17][CH:18]=[CH:19][C:2]=2[CH3:1])[CH:7]=1. The catalyst class is: 59. (9) Reactant: [NH2:1][CH2:2][C:3]1([CH2:7][O:8][C:9]2[C:14]([O:15][CH3:16])=[C:13]([O:17][CH3:18])[CH:12]=[CH:11][C:10]=2[C:19]2[CH:27]=[CH:26][CH:25]=[C:24]3[C:20]=2[CH2:21][CH2:22][C:23]3=[O:28])[CH2:6][O:5][CH2:4]1.[CH3:29][O:30][CH2:31][C:32](O)=[O:33].Cl.CN(C)CCCN=C=NCC.ON1C2N=CC=CC=2N=N1. Product: [CH3:16][O:15][C:14]1[C:13]([O:17][CH3:18])=[CH:12][CH:11]=[C:10]([C:19]2[CH:27]=[CH:26][CH:25]=[C:24]3[C:20]=2[CH2:21][CH2:22][C:23]3=[O:28])[C:9]=1[O:8][CH2:7][C:3]1([CH2:2][NH:1][C:32](=[O:33])[CH2:31][O:30][CH3:29])[CH2:4][O:5][CH2:6]1. The catalyst class is: 884. (10) Reactant: [CH3:1][N:2]1[CH2:6][CH2:5][CH2:4][C@@H:3]1[O:7][C:8](=[O:19])[N:9]([CH3:18])[C:10]1[CH:15]=[CH:14][C:13]([F:16])=[CH:12][C:11]=1Br.[CH3:20][C:21]1[CH:22]=[C:23](B(O)O)[CH:24]=[C:25]([CH3:27])[CH:26]=1.C(=O)([O-])[O-].[Na+].[Na+]. Product: [CH3:1][N:2]1[CH2:6][CH2:5][CH2:4][C@@H:3]1[O:7][C:8](=[O:19])[N:9]([CH3:18])[C:10]1[CH:15]=[CH:14][C:13]([F:16])=[CH:12][C:11]=1[C:23]1[CH:24]=[C:25]([CH3:27])[CH:26]=[C:21]([CH3:20])[CH:22]=1. The catalyst class is: 47.